From a dataset of Full USPTO retrosynthesis dataset with 1.9M reactions from patents (1976-2016). Predict the reactants needed to synthesize the given product. (1) Given the product [NH2:10][CH:9]([CH2:34][CH2:33][CH2:32][C:27]1[CH:28]=[CH:29][CH:30]=[CH:31][C:26]=1[Br:25])[C:8]([O:7][C:3]([CH3:6])([CH3:5])[CH3:4])=[O:24], predict the reactants needed to synthesize it. The reactants are: [OH-].[K+].[C:3]([O:7][C:8](=[O:24])[CH2:9][N:10]=C(C1C=CC=CC=1)C1C=CC=CC=1)([CH3:6])([CH3:5])[CH3:4].[Br:25][C:26]1[CH:31]=[CH:30][CH:29]=[CH:28][C:27]=1[CH2:32][CH2:33][CH2:34]Br.Cl.C(=O)(O)[O-].[Na+]. (2) Given the product [F:1][C:2]1[CH:3]=[CH:4][C:5]([C:25]2[CH:30]=[CH:29][CH:28]=[CH:27][N:26]=2)=[C:6]([NH:8][C:9](=[O:14])[C:10]([CH3:11])([CH3:12])[CH3:13])[CH:7]=1, predict the reactants needed to synthesize it. The reactants are: [F:1][C:2]1[CH:3]=[CH:4][C:5](B2OC(C)(C)C(C)(C)O2)=[C:6]([NH:8][C:9](=[O:14])[C:10]([CH3:13])([CH3:12])[CH3:11])[CH:7]=1.Br[C:25]1[CH:30]=[CH:29][CH:28]=[CH:27][N:26]=1.C([O-])([O-])=O.[K+].[K+].CCCCCC. (3) Given the product [CH:8]([O:7][C:1]([C:12]([Cl:18])([Cl:14])[C:11]([Cl:16])=[O:15])=[O:6])([CH3:10])[CH3:9], predict the reactants needed to synthesize it. The reactants are: [C:1]([O:7][CH:8]([CH3:10])[CH3:9])(=[O:6])CC([O-])=O.[C:11]([Cl:16])(=[O:15])[C:12]([Cl:14])=O.C(Cl)[Cl:18]. (4) Given the product [CH3:6][S:5][C:3]1[N:1]=[N:2][CH:18]=[C:16]([C:10]2[CH:11]=[CH:12][C:13]([F:15])=[CH:14][C:9]=2[F:8])[N:4]=1, predict the reactants needed to synthesize it. The reactants are: [NH:1]([C:3]([S:5][CH3:6])=[NH:4])[NH2:2].O.[F:8][C:9]1[CH:14]=[C:13]([F:15])[CH:12]=[CH:11][C:10]=1[C:16]([CH:18]=O)=O. (5) Given the product [ClH:30].[C:27]([N:25]1[CH2:24][C:10]2([C:11]3[C:16](=[CH:15][C:14]([CH2:17][C:18]4[CH:23]=[CH:22][CH:21]=[CH:20][CH:19]=4)=[CH:13][CH:12]=3)[NH:8][CH2:9]2)[CH2:26]1)(=[O:29])[CH3:28], predict the reactants needed to synthesize it. The reactants are: C(OC([N:8]1[C:16]2[C:11](=[CH:12][CH:13]=[C:14]([CH2:17][C:18]3[CH:23]=[CH:22][CH:21]=[CH:20][CH:19]=3)[CH:15]=2)[C:10]2([CH2:26][N:25]([C:27](=[O:29])[CH3:28])[CH2:24]2)[CH2:9]1)=O)(C)(C)C.[ClH:30]. (6) Given the product [Cl:1][C:2]1[N:3]=[N:4][C:5]([C:8]2[CH:13]=[CH:12][C:11]([OH:14])=[CH:10][CH:9]=2)=[CH:6][CH:7]=1, predict the reactants needed to synthesize it. The reactants are: [Cl:1][C:2]1[N:3]=[N:4][C:5]([C:8]2[CH:13]=[CH:12][C:11]([O:14]C)=[CH:10][CH:9]=2)=[CH:6][CH:7]=1. (7) Given the product [C:22]1([C@H:10]2[C@H:11]([C:13]3[C:21]4[C:16](=[CH:17][CH:18]=[CH:19][CH:20]=4)[NH:15][CH:14]=3)[CH2:12][N:8]([C:53](=[O:54])[CH2:52][C:51]([CH3:57])([CH3:56])[CH3:50])[CH2:9]2)[C:32]2=[C:33]3[C:28](=[CH:29][CH:30]=[CH:31]2)[CH2:27][CH2:26][CH2:25][N:24]3[CH:23]=1, predict the reactants needed to synthesize it. The reactants are: C(OC([N:8]1[CH2:12][C@@H:11]([C:13]2[C:21]3[C:16](=[CH:17][CH:18]=[CH:19][CH:20]=3)[NH:15][CH:14]=2)[C@H:10]([C:22]2[C:32]3=[C:33]4[C:28](=[CH:29][CH:30]=[CH:31]3)[CH2:27][CH2:26][CH2:25][N:24]4[CH:23]=2)[CH2:9]1)=O)(C)(C)C.Cl.O1CCOCC1.CCN(C(C)C)C(C)C.[CH3:50][C:51]([CH3:57])([CH3:56])[CH2:52][C:53](Cl)=[O:54].